From a dataset of NCI-60 drug combinations with 297,098 pairs across 59 cell lines. Regression. Given two drug SMILES strings and cell line genomic features, predict the synergy score measuring deviation from expected non-interaction effect. (1) Drug 2: CC1=C(C(=CC=C1)Cl)NC(=O)C2=CN=C(S2)NC3=CC(=NC(=N3)C)N4CCN(CC4)CCO. Drug 1: CC(C1=C(C=CC(=C1Cl)F)Cl)OC2=C(N=CC(=C2)C3=CN(N=C3)C4CCNCC4)N. Cell line: SF-539. Synergy scores: CSS=23.4, Synergy_ZIP=-3.10, Synergy_Bliss=4.93, Synergy_Loewe=-2.76, Synergy_HSA=5.72. (2) Synergy scores: CSS=34.4, Synergy_ZIP=1.94, Synergy_Bliss=3.86, Synergy_Loewe=3.08, Synergy_HSA=3.62. Drug 2: C1C(C(OC1N2C=NC3=C2NC=NCC3O)CO)O. Cell line: NCIH23. Drug 1: C1CN(CCN1C(=O)CCBr)C(=O)CCBr. (3) Drug 1: C1CCC(C(C1)N)N.C(=O)(C(=O)[O-])[O-].[Pt+4]. Drug 2: CCC1(C2=C(COC1=O)C(=O)N3CC4=CC5=C(C=CC(=C5CN(C)C)O)N=C4C3=C2)O.Cl. Cell line: SF-295. Synergy scores: CSS=62.2, Synergy_ZIP=-8.38, Synergy_Bliss=-5.34, Synergy_Loewe=-4.55, Synergy_HSA=-1.39.